Dataset: Full USPTO retrosynthesis dataset with 1.9M reactions from patents (1976-2016). Task: Predict the reactants needed to synthesize the given product. (1) The reactants are: [Cl:1][C:2]1[CH:3]=[C:4]([CH:7]=[C:8]([F:20])[C:9]=1[C:10]1[S:11][C:12]2[C:13](Cl)=[N:14][CH:15]=[CH:16][C:17]=2[N:18]=1)[C:5]#[N:6].C[Si]([Br:25])(C)C. Given the product [Br:25][C:13]1[C:12]2[S:11][C:10]([C:9]3[C:8]([F:20])=[CH:7][C:4]([C:5]#[N:6])=[CH:3][C:2]=3[Cl:1])=[N:18][C:17]=2[CH:16]=[CH:15][N:14]=1, predict the reactants needed to synthesize it. (2) Given the product [CH3:1][O:2][C:3](=[O:15])[C:4]1[C:5](=[C:10]([NH:26][C:25]2[CH:27]=[CH:28][C:22]([CH:16]3[CH2:21][CH2:20][CH2:19][CH2:18][CH2:17]3)=[CH:23][CH:24]=2)[CH:11]=[CH:12][CH:13]=1)[C:6]([O:8][CH3:9])=[O:7], predict the reactants needed to synthesize it. The reactants are: [CH3:1][O:2][C:3](=[O:15])[C:4]1[C:5](=[C:10](I)[CH:11]=[CH:12][CH:13]=1)[C:6]([O:8][CH3:9])=[O:7].[CH:16]1([C:22]2[CH:28]=[CH:27][C:25]([NH2:26])=[CH:24][CH:23]=2)[CH2:21][CH2:20][CH2:19][CH2:18][CH2:17]1.C1C=CC(P(C2C(C3C(P(C4C=CC=CC=4)C4C=CC=CC=4)=CC=C4C=3C=CC=C4)=C3C(C=CC=C3)=CC=2)C2C=CC=CC=2)=CC=1.C(=O)([O-])[O-].[Cs+].[Cs+].